The task is: Predict the product of the given reaction.. This data is from Forward reaction prediction with 1.9M reactions from USPTO patents (1976-2016). (1) Given the reactants COP([CH2:7][C:8](=[O:16])[C:9]([F:15])([F:14])[CH2:10][CH2:11][CH2:12][CH3:13])(=O)OC.O.[OH-].[Li+].[C:20]([O:23][C@@H:24]1[C@H:28]([CH2:29][CH2:30][CH2:31][CH2:32][CH2:33][CH2:34][C:35]([O:37][CH3:38])=[O:36])[C@@H:27]([CH:39]=O)[C@H:26]([O:41][CH:42]2[CH2:47][CH2:46][CH2:45][CH2:44][O:43]2)[CH2:25]1)(=[O:22])[CH3:21].O, predict the reaction product. The product is: [C:20]([O:23][C@@H:24]1[C@H:28]([CH2:29][CH2:30][CH2:31][CH2:32][CH2:33][CH2:34][C:35]([O:37][CH3:38])=[O:36])[C@@H:27](/[CH:39]=[CH:7]/[C:8](=[O:16])[C:9]([F:14])([F:15])[CH2:10][CH2:11][CH2:12][CH3:13])[C@H:26]([O:41][CH:42]2[CH2:47][CH2:46][CH2:45][CH2:44][O:43]2)[CH2:25]1)(=[O:22])[CH3:21]. (2) Given the reactants [CH3:1][O:2][C:3]1[N:8]=[C:7]([NH2:9])[C:6]([N+:10]([O-:12])=[O:11])=[CH:5][CH:4]=1.C1C(=O)N([Br:20])C(=O)C1, predict the reaction product. The product is: [Br:20][C:4]1[CH:5]=[C:6]([N+:10]([O-:12])=[O:11])[C:7]([NH2:9])=[N:8][C:3]=1[O:2][CH3:1]. (3) Given the reactants [F:1][CH2:2][C:3]([CH3:12])([CH3:11])[C:4](=O)[C:5]([O:7][CH2:8][CH3:9])=[O:6].[CH3:13][C:14]([S@@:17]([NH2:19])=[O:18])([CH3:16])[CH3:15], predict the reaction product. The product is: [C:14]([S@@:17]([N:19]=[C:4]([C:3]([CH3:12])([CH3:11])[CH2:2][F:1])[C:5]([O:7][CH2:8][CH3:9])=[O:6])=[O:18])([CH3:16])([CH3:15])[CH3:13]. (4) Given the reactants Br[CH2:2][CH2:3][CH2:4][O:5][C:6]1[CH:11]=[CH:10][C:9]([C:12]2[C:13]3[CH:20]=[CH:19][CH:18]=[CH:17][C:14]=3[S:15][CH:16]=2)=[CH:8][CH:7]=1.[F:21][C:22]1C=[C:28]([F:30])[CH:27]=[CH:26][C:23]=1CN.C(=O)([O-])[O-].[K+].[K+].[C:37](#[N:39])[CH3:38], predict the reaction product. The product is: [S:15]1[CH:16]=[C:12]([C:9]2[CH:10]=[CH:11][C:6]([O:5][CH2:4][CH2:3][CH2:2][NH:39][CH2:37][C:38]3[C:22]([F:21])=[CH:23][CH:26]=[CH:27][C:28]=3[F:30])=[CH:7][CH:8]=2)[C:13]2[CH:20]=[CH:19][CH:18]=[CH:17][C:14]1=2. (5) Given the reactants Cl.[CH3:2][O:3][C:4]1[CH:13]=[C:12]2[C:7]([C:8]([O:15][C@H:16]3[CH2:20][NH:19][C@H:18]([C:21]([O:23][CH3:24])=[O:22])[CH2:17]3)=[CH:9][C:10](=[O:14])[NH:11]2)=[CH:6][C:5]=1[CH:25]=[CH2:26].[CH:27]1([C@H:33]([NH:37][C:38]([O:40][CH2:41][C:42]([CH3:47])([CH3:46])[CH2:43][CH:44]=[CH2:45])=[O:39])[C:34](O)=[O:35])[CH2:32][CH2:31][CH2:30][CH2:29][CH2:28]1.CCN(C(C)C)C(C)C.CN(C(ON1N=NC2C=CC=NC1=2)=[N+](C)C)C.F[P-](F)(F)(F)(F)F.Cl, predict the reaction product. The product is: [CH:27]1([C@H:33]([NH:37][C:38]([O:40][CH2:41][C:42]([CH3:47])([CH3:46])[CH2:43][CH:44]=[CH2:45])=[O:39])[C:34]([N:19]2[CH2:20][C@H:16]([O:15][C:8]3[C:7]4[C:12](=[CH:13][C:4]([O:3][CH3:2])=[C:5]([CH:25]=[CH2:26])[CH:6]=4)[NH:11][C:10](=[O:14])[CH:9]=3)[CH2:17][C@H:18]2[C:21]([O:23][CH3:24])=[O:22])=[O:35])[CH2:28][CH2:29][CH2:30][CH2:31][CH2:32]1. (6) The product is: [Cl:1][C:2]1[CH:3]=[CH:4][N:5]2[C:10]=1[C:9](=[O:11])[N:8]([C:12]1[CH:13]=[CH:14][CH:15]=[CH:16][CH:17]=1)[C:7]([C@@H:18]1[CH2:22][C@@H:21]([O:23][CH3:24])[CH2:20][N:19]1[C:25]1[N:33]=[CH:32][N:31]=[C:30]3[C:26]=1[N:27]=[CH:28][NH:29]3)=[N:6]2. Given the reactants [Cl:1][C:2]1[CH:3]=[CH:4][N:5]2[C:10]=1[C:9](=[O:11])[N:8]([C:12]1[CH:17]=[CH:16][CH:15]=[CH:14][CH:13]=1)[C:7]([C@@H:18]1[CH2:22][C@@H:21]([O:23][CH3:24])[CH2:20][N:19]1[C:25]1[N:33]=[CH:32][N:31]=[C:30]3[C:26]=1[N:27]=[CH:28][N:29]3C1CCCCO1)=[N:6]2.Cl, predict the reaction product. (7) Given the reactants [CH3:1][C:2]1[C:3](=[O:14])[C:4]([CH3:13])([C:9]([F:12])([F:11])[F:10])[CH2:5][C:6](=[O:8])[CH:7]=1.C(OC)(OC)[O:16]C.O.[C:23]1(C)C=C[CH:26]=[CH:25][CH:24]=1, predict the reaction product. The product is: [CH3:23][CH:24]1[CH:25]([CH3:26])[O:16][C:6]2([CH2:5][C:4]([CH3:13])([C:9]([F:10])([F:11])[F:12])[C:3](=[O:14])[C:2]([CH3:1])=[CH:7]2)[O:8]1.